This data is from NCI-60 drug combinations with 297,098 pairs across 59 cell lines. The task is: Regression. Given two drug SMILES strings and cell line genomic features, predict the synergy score measuring deviation from expected non-interaction effect. (1) Synergy scores: CSS=6.24, Synergy_ZIP=-4.96, Synergy_Bliss=-9.78, Synergy_Loewe=-8.95, Synergy_HSA=-7.76. Drug 1: C1=CC(=CC=C1CCC2=CNC3=C2C(=O)NC(=N3)N)C(=O)NC(CCC(=O)O)C(=O)O. Cell line: UACC62. Drug 2: CC1C(C(CC(O1)OC2CC(OC(C2O)C)OC3=CC4=CC5=C(C(=O)C(C(C5)C(C(=O)C(C(C)O)O)OC)OC6CC(C(C(O6)C)O)OC7CC(C(C(O7)C)O)OC8CC(C(C(O8)C)O)(C)O)C(=C4C(=C3C)O)O)O)O. (2) Drug 1: CN1CCC(CC1)COC2=C(C=C3C(=C2)N=CN=C3NC4=C(C=C(C=C4)Br)F)OC. Drug 2: CN(CC1=CN=C2C(=N1)C(=NC(=N2)N)N)C3=CC=C(C=C3)C(=O)NC(CCC(=O)O)C(=O)O. Cell line: HS 578T. Synergy scores: CSS=4.92, Synergy_ZIP=-2.14, Synergy_Bliss=-6.23, Synergy_Loewe=-31.0, Synergy_HSA=-12.4.